This data is from Peptide-MHC class II binding affinity with 134,281 pairs from IEDB. The task is: Regression. Given a peptide amino acid sequence and an MHC pseudo amino acid sequence, predict their binding affinity value. This is MHC class II binding data. (1) The peptide sequence is GATRERSLWIIFSKN. The MHC is DRB1_0101 with pseudo-sequence DRB1_0101. The binding affinity (normalized) is 0.264. (2) The peptide sequence is AIVYYSMYGHIKKMA. The MHC is DRB3_0202 with pseudo-sequence DRB3_0202. The binding affinity (normalized) is 0.270. (3) The peptide sequence is CSAVPVHWVPTSRTTW. The MHC is DRB1_1302 with pseudo-sequence DRB1_1302. The binding affinity (normalized) is 0.350. (4) The peptide sequence is AGLKTNDRKWCFEGP. The MHC is DRB1_0701 with pseudo-sequence DRB1_0701. The binding affinity (normalized) is 0.332. (5) The peptide sequence is FLAVAVVLGLATSPT. The MHC is DRB1_1501 with pseudo-sequence DRB1_1501. The binding affinity (normalized) is 0.0546. (6) The binding affinity (normalized) is 0.164. The MHC is HLA-DPA10301-DPB10402 with pseudo-sequence HLA-DPA10301-DPB10402. The peptide sequence is MKINRQILDNAAKYV. (7) The peptide sequence is AQAVYDFRSIVDYLR. The MHC is DRB5_0101 with pseudo-sequence DRB5_0101. The binding affinity (normalized) is 0.738.